The task is: Regression/Classification. Given a drug SMILES string, predict its absorption, distribution, metabolism, or excretion properties. Task type varies by dataset: regression for continuous measurements (e.g., permeability, clearance, half-life) or binary classification for categorical outcomes (e.g., BBB penetration, CYP inhibition). Dataset: cyp2d6_veith.. This data is from CYP2D6 inhibition data for predicting drug metabolism from PubChem BioAssay. (1) The molecule is CC(C)CNC(=O)C(=O)N/N=C/c1cccs1. The result is 0 (non-inhibitor). (2) The molecule is CC1(C)CC(=O)C2=C(C1)N(Cc1ccccc1)C(=O)C2(NC(=O)C(C)(C)C)C(F)(F)F. The result is 0 (non-inhibitor). (3) The drug is Nc1ccccc1Oc1ncc(C(F)(F)F)cc1Cl. The result is 0 (non-inhibitor). (4) The molecule is CCN(CC)COC(=S)S. The result is 0 (non-inhibitor). (5) The result is 0 (non-inhibitor). The molecule is C/C(=C(/CCO)SSC[C@@H]1CCCO1)N(C=O)Cc1cnc(C)nc1N.